Dataset: Forward reaction prediction with 1.9M reactions from USPTO patents (1976-2016). Task: Predict the product of the given reaction. Given the reactants C(N1CCC[C@H]1C#N)(OC(C)(C)C)=O.FC(F)(F)C(O)=O.N1CCC[C@H]1C(N)=O.[C:30]([C@@H:33]1[CH2:37][CH2:36][CH2:35][NH:34]1)(=[O:32])[CH3:31].[C:38]([OH:49])(=[O:48])[C:39]1[CH:47]=[CH:46][CH:45]=[C:41]([C:42]([OH:44])=[O:43])[CH:40]=1.FC(F)(F)C(O)=O.C([C@@H]1CCCN1)#N, predict the reaction product. The product is: [C:30]([C@@H:33]1[CH2:37][CH2:36][CH2:35][NH:34]1)(=[O:32])[CH3:31].[C:38]([OH:49])(=[O:48])[C:39]1[CH:47]=[CH:46][CH:45]=[C:41]([C:42]([OH:44])=[O:43])[CH:40]=1.